From a dataset of Forward reaction prediction with 1.9M reactions from USPTO patents (1976-2016). Predict the product of the given reaction. Given the reactants [NH2:1][CH:2]([C:10]1[C:11]([O:18][CH3:19])=[N:12][CH:13]=[CH:14][C:15]=1[O:16][CH3:17])[CH2:3][CH2:4][CH2:5][C:6]([O:8]C)=O.[CH3:20][C:21]1[S:22][C:23]2[CH:29]=[C:28]([CH:30]=O)[CH:27]=[CH:26][C:24]=2[N:25]=1, predict the reaction product. The product is: [CH3:19][O:18][C:11]1[C:10]([CH:2]2[N:1]([CH2:30][C:28]3[CH:27]=[CH:26][C:24]4[N:25]=[C:21]([CH3:20])[S:22][C:23]=4[CH:29]=3)[C:6](=[O:8])[CH2:5][CH2:4][CH2:3]2)=[C:15]([O:16][CH3:17])[CH:14]=[CH:13][N:12]=1.